Task: Predict the product of the given reaction.. Dataset: Forward reaction prediction with 1.9M reactions from USPTO patents (1976-2016) (1) Given the reactants [C:1]([O:5][C:6]([N:8]1[CH2:13][CH:12]=[C:11]([Sn](C)(C)C)[CH2:10][CH2:9]1)=[O:7])([CH3:4])([CH3:3])[CH3:2].[OH2:18], predict the reaction product. The product is: [NH:8]1[C:9]2[C:10](=[CH:9][CH:10]=[CH:11][CH:12]=2)[CH:11]=[CH:12][C:13]1=[O:18].[C:6]([N:8]1[CH2:9][CH2:10][CH2:11][CH2:12][CH2:13]1)([O:5][C:1]([CH3:4])([CH3:3])[CH3:2])=[O:7]. (2) The product is: [CH2:31]([C@@H:29]1[NH:30][C@H:44]([C:43]2[O:46][C:40]([CH3:39])=[CH:41][CH:42]=2)[N:27]([CH3:26])[C:28]1=[O:38])[C:32]1[CH:37]=[CH:36][CH:35]=[CH:34][CH:33]=1. Given the reactants FC(F)(F)S([O-])(=O)=O.[Sm+3].FC(F)(F)S([O-])(=O)=O.FC(F)(F)S([O-])(=O)=O.[CH3:26][NH:27][C:28](=[O:38])[C@H:29]([CH2:31][C:32]1[CH:37]=[CH:36][CH:35]=[CH:34][CH:33]=1)[NH2:30].[CH3:39][C:40]1[O:46][C:43]([CH:44]=O)=[CH:42][CH:41]=1, predict the reaction product. (3) Given the reactants [CH3:1][C:2]1[CH:3]=[C:4]2[C:9](=[O:10])[O:8][C:6](=O)[C:5]2=[CH:11][CH:12]=1.S(=O)(=O)(O)O.[N+:18]([O-:21])(O)=[O:19].[C:22](=[O:25])([O-:24])[O-].[K+].[K+].S(OC)(O[CH3:32])(=O)=O, predict the reaction product. The product is: [CH3:1][C:2]1[CH:3]=[C:4]([C:9]([O:8][CH3:6])=[O:10])[C:5](=[CH:11][C:12]=1[N+:18]([O-:21])=[O:19])[C:22]([O:24][CH3:32])=[O:25]. (4) Given the reactants [OH-].[Na+].[C:3](#[N:7])[CH2:4][C:5]#[N:6].Cl.[CH3:9][O:10][C:11]1[CH:16]=[CH:15][C:14]([C:17](=O)[CH:18]([NH2:20])[CH3:19])=[CH:13][CH:12]=1.C(#N)C(CC#N)O, predict the reaction product. The product is: [NH2:6][C:5]1[NH:20][C:18]([CH3:19])=[C:17]([C:14]2[CH:15]=[CH:16][C:11]([O:10][CH3:9])=[CH:12][CH:13]=2)[C:4]=1[C:3]#[N:7]. (5) The product is: [C:29]([C:31]1[CH:32]=[CH:33][C:34]([O:41][C:42]2[CH:47]=[C:46]([Cl:48])[CH:45]=[C:44]([Cl:49])[CH:43]=2)=[C:35]([S:37]([N:12]2[CH2:11][CH2:10][N:9]([C:13]([O:15][C:16]([CH3:19])([CH3:18])[CH3:17])=[O:14])[CH2:8][CH:7]2[CH2:6][N:1]2[CH:5]=[N:4][CH:3]=[N:2]2)(=[O:38])=[O:39])[CH:36]=1)#[N:30]. Given the reactants [N:1]1([CH2:6][CH:7]2[NH:12][CH2:11][CH2:10][N:9]([C:13]([O:15][C:16]([CH3:19])([CH3:18])[CH3:17])=[O:14])[CH2:8]2)[CH:5]=[N:4][CH:3]=[N:2]1.C(N(C(C)C)CC)(C)C.[C:29]([C:31]1[CH:32]=[CH:33][C:34]([O:41][C:42]2[CH:47]=[C:46]([Cl:48])[CH:45]=[C:44]([Cl:49])[CH:43]=2)=[C:35]([S:37](Cl)(=[O:39])=[O:38])[CH:36]=1)#[N:30], predict the reaction product.